This data is from Retrosynthesis with 50K atom-mapped reactions and 10 reaction types from USPTO. The task is: Predict the reactants needed to synthesize the given product. (1) Given the product N#Cc1cccc(NC(=O)N(CCO)C2CCN(Cc3ccccc3)CC2)c1, predict the reactants needed to synthesize it. The reactants are: N#Cc1cccc(N=C=O)c1.OCCNC1CCN(Cc2ccccc2)CC1. (2) Given the product Cc1cc(F)ccc1C1C2CN(C(=O)CN3CCCC3)CC2CN1C(=O)N(C)C(C)c1cc(C(F)(F)F)cc(C(F)(F)F)c1, predict the reactants needed to synthesize it. The reactants are: Cc1cc(F)ccc1C1C2CNCC2CN1C(=O)N(C)C(C)c1cc(C(F)(F)F)cc(C(F)(F)F)c1.O=C(O)CN1CCCC1.